This data is from Full USPTO retrosynthesis dataset with 1.9M reactions from patents (1976-2016). The task is: Predict the reactants needed to synthesize the given product. (1) Given the product [CH2:28]([C:30]1[N:31]([C:2]2[N:10]=[C:9]3[C:5]([N:6]=[C:7]([CH2:12][N:13]4[CH2:14][CH2:15][CH:16]([N:19]([CH3:21])[CH3:20])[CH2:17][CH2:18]4)[N:8]3[CH3:11])=[C:4]([N:22]3[CH2:23][CH2:24][O:25][CH2:26][CH2:27]3)[N:3]=2)[C:32]2[CH:38]=[CH:37][CH:36]=[CH:35][C:33]=2[N:34]=1)[CH3:29], predict the reactants needed to synthesize it. The reactants are: Cl[C:2]1[N:10]=[C:9]2[C:5]([NH:6][CH:7]([CH2:12][N:13]3[CH2:18][CH2:17][CH:16]([N:19]([CH3:21])[CH3:20])[CH2:15][CH2:14]3)[N:8]2[CH3:11])=[C:4]([N:22]2[CH2:27][CH2:26][O:25][CH2:24][CH2:23]2)[N:3]=1.[CH2:28]([C:30]1[NH:34][C:33]2[CH:35]=[CH:36][CH:37]=[CH:38][C:32]=2[N:31]=1)[CH3:29].CC(C1C=C(C(C)C)C(C2C=CC=CC=2P(C2CCCCC2)C2CCCCC2)=C(C(C)C)C=1)C.C(=O)([O-])[O-].[Cs+].[Cs+].CN(C)C=O. (2) Given the product [CH3:8][O:9][C:10]([C:12]1[N:13]([C:17]([C:24]([OH:26])=[O:25])([CH3:23])[CH2:18][CH2:19][CH:20]([CH3:22])[CH3:21])[CH:14]=[CH:15][CH:16]=1)=[O:11], predict the reactants needed to synthesize it. The reactants are: FC(F)(F)C(O)=O.[CH3:8][O:9][C:10]([C:12]1[N:13]([C:17]([C:24]([O:26]C(C)(C)C)=[O:25])([CH3:23])[CH2:18][CH2:19][CH:20]([CH3:22])[CH3:21])[CH:14]=[CH:15][CH:16]=1)=[O:11].C1(C)C=CC=CC=1. (3) Given the product [CH:1]([C:4]1[C:12]([C:19]([C:18]2[CH:22]=[CH:23][C:15]([O:14][CH3:13])=[CH:16][CH:17]=2)=[O:20])=[C:7]2[CH:8]=[CH:9][CH:10]=[CH:11][N:6]2[N:5]=1)([CH3:3])[CH3:2], predict the reactants needed to synthesize it. The reactants are: [CH:1]([C:4]1[CH:12]=[C:7]2[CH:8]=[CH:9][CH:10]=[CH:11][N:6]2[N:5]=1)([CH3:3])[CH3:2].[CH3:13][O:14][C:15]1[CH:23]=[CH:22][C:18]([C:19](Cl)=[O:20])=[CH:17][CH:16]=1.[Al+3].[Cl-].[Cl-].[Cl-].[OH-].[K+]. (4) Given the product [Br:1][C:2]1[CH:3]=[CH:4][C:5]([F:24])=[C:6]([C:8]([NH2:17])([CH3:16])[CH2:9][C:10]2[CH2:15][CH2:14][CH2:13][CH2:12][CH:11]=2)[CH:7]=1, predict the reactants needed to synthesize it. The reactants are: [Br:1][C:2]1[CH:3]=[CH:4][C:5]([F:24])=[C:6]([C:8]([NH:17][S@@](C(C)(C)C)=O)([CH3:16])[CH2:9][C:10]2[CH2:15][CH2:14][CH2:13][CH2:12][CH:11]=2)[CH:7]=1.Cl.